From a dataset of Reaction yield outcomes from USPTO patents with 853,638 reactions. Predict the reaction yield, written as a fraction of the theoretical maximum amount of product (1.0 means a 100% yield; for example, 0.34 means a 34% yield). (1) The reactants are [CH:1]1([C:6]([C:42]2[CH:47]=[CH:46][CH:45]=[CH:44][CH:43]=2)([C:36]2[CH:41]=[CH:40][CH:39]=[CH:38][CH:37]=2)[CH:7]2[CH2:31][C:30]([CH3:33])([CH3:32])[C:10]3[CH:11]=[C:12]4[C:20](=[CH:21][C:9]=3[C:8]2([CH3:35])[CH3:34])[CH2:19][C:18]2[CH:17]=[C:16]3[C:22]([CH3:29])([CH3:28])[CH2:23][CH2:24][C:25]([CH3:27])([CH3:26])[C:15]3=[CH:14][C:13]4=2)[CH:5]=[CH:4][CH:3]=[CH:2]1.CCCCCC.[Li]CCCC.Cl[Si:60]([CH3:63])([CH3:62])[CH3:61]. The catalyst is C1COCC1. The product is [CH3:61][Si:60]([CH3:63])([CH3:62])[C:3]1[CH:4]=[CH:5][CH:1]([C:6]([C:36]2[CH:37]=[CH:38][CH:39]=[CH:40][CH:41]=2)([C:42]2[CH:43]=[CH:44][CH:45]=[CH:46][CH:47]=2)[CH:7]2[CH2:31][C:30]([CH3:32])([CH3:33])[C:10]3[CH:11]=[C:12]4[C:20](=[CH:21][C:9]=3[C:8]2([CH3:34])[CH3:35])[CH2:19][C:18]2[CH:17]=[C:16]3[C:22]([CH3:29])([CH3:28])[CH2:23][CH2:24][C:25]([CH3:27])([CH3:26])[C:15]3=[CH:14][C:13]4=2)[CH:2]=1. The yield is 0.610. (2) The reactants are [Cl:1][C:2]1[CH:3]=[C:4]([CH:8]=[CH:9][CH:10]=1)[CH2:5][CH2:6]O.C(Br)(Br)(Br)[Br:12]. The catalyst is ClCCl. The product is [Br:12][CH2:6][CH2:5][C:4]1[CH:8]=[CH:9][CH:10]=[C:2]([Cl:1])[CH:3]=1. The yield is 0.710. (3) The reactants are Br[C:2]1[CH:3]=[CH:4][C:5]([F:8])=[N:6][CH:7]=1.C([Mg]Cl)(C)C.Cl.[NH2:15][C:16]1[N:27]=[CH:26][C:25]([Br:28])=[CH:24][C:17]=1[C:18](N(OC)C)=[O:19]. The catalyst is C1COCC1. The product is [NH2:15][C:16]1[C:17]([C:18]([C:2]2[CH:7]=[N:6][C:5]([F:8])=[CH:4][CH:3]=2)=[O:19])=[CH:24][C:25]([Br:28])=[CH:26][N:27]=1. The yield is 0.490. (4) The reactants are [C:1]([O:5][C:6](=[O:27])[N:7]([CH3:26])[C@H:8]([C:10](=[O:25])[NH:11][C@@H:12]1[C:18](=[O:19])[NH:17][C:16]2[CH:20]=[CH:21][C:22]([CH3:24])=[CH:23][C:15]=2[O:14][CH2:13]1)[CH3:9])([CH3:4])([CH3:3])[CH3:2].[Na+].[I-].C([O-])([O-])=O.[Cs+].[Cs+].[Br:36][C:37]1[CH:38]=[C:39]2[C:44](=[CH:45][CH:46]=1)[C:43]([CH2:47]Cl)=[C:42]([O:49][CH3:50])[CH:41]=[CH:40]2. The catalyst is CN(C=O)C.CCOC(C)=O. The product is [C:1]([O:5][C:6](=[O:27])[N:7]([C@H:8]([C:10](=[O:25])[NH:11][C@@H:12]1[C:18](=[O:19])[N:17]([CH2:47][C:43]2[C:44]3[C:39](=[CH:38][C:37]([Br:36])=[CH:46][CH:45]=3)[CH:40]=[CH:41][C:42]=2[O:49][CH3:50])[C:16]2[CH:20]=[CH:21][C:22]([CH3:24])=[CH:23][C:15]=2[O:14][CH2:13]1)[CH3:9])[CH3:26])([CH3:4])([CH3:2])[CH3:3]. The yield is 0.160. (5) The reactants are Cl[C:2]1[CH:3]=[C:4]([CH:7]=[CH:8][N:9]=1)[C:5]#[N:6].[C:10]([O:14][C:15](=[O:17])[NH2:16])([CH3:13])([CH3:12])[CH3:11].C([O-])([O-])=O.[Cs+].[Cs+].CC(C1C=C(C(C)C)C(C2C=CC=CC=2P(C2CCCCC2)C2CCCCC2)=C(C(C)C)C=1)C.N#N. The catalyst is O1CCOCC1.CC([O-])=O.CC([O-])=O.[Pd+2]. The product is [C:5]([C:4]1[CH:7]=[CH:8][N:9]=[C:2]([NH:16][C:15](=[O:17])[O:14][C:10]([CH3:13])([CH3:12])[CH3:11])[CH:3]=1)#[N:6]. The yield is 0.760. (6) The yield is 0.880. The reactants are [C:1]([SiH:5]([CH3:7])[CH3:6])([CH3:4])([CH3:3])[CH3:2].[CH2:8]([O:15][C:16]1[CH:17]=[C:18]([CH:37]=[CH:38][CH:39]=1)[O:19][C:20]1[CH:27]=[CH:26][C:23]([CH:24]=[O:25])=[C:22]([B:28]2[O:32]C(C)(C)C(C)(C)O2)[CH:21]=1)[C:9]1[CH:14]=[CH:13][CH:12]=[CH:11][CH:10]=1.[CH2:40]1C[O:43][CH2:42][CH2:41]1. No catalyst specified. The product is [CH2:8]([O:15][C:16]1[CH:17]=[C:18]([CH:37]=[CH:38][CH:39]=1)[O:19][C:20]1[CH:27]=[CH:26][C:23]2[CH:24]([CH2:40][CH2:41][CH2:42][O:43][Si:5]([C:1]([CH3:4])([CH3:3])[CH3:2])([CH3:7])[CH3:6])[O:25][B:28]([OH:32])[C:22]=2[CH:21]=1)[C:9]1[CH:10]=[CH:11][CH:12]=[CH:13][CH:14]=1. (7) The yield is 0.773. The reactants are [CH:1]1[NH:2][CH:3]=[C:4]2[C:9]=1[CH:8]=[CH:7][CH:6]=[CH:5]2.CCN(CC)CC.[CH3:17][C:18]([O:21][C:22](O[C:22]([O:21][C:18]([CH3:20])([CH3:19])[CH3:17])=[O:23])=[O:23])([CH3:20])[CH3:19]. The product is [CH2:1]1[CH:9]2[CH:4]([CH2:5][CH:6]=[CH:7][CH2:8]2)[CH2:3][N:2]1[C:22]([O:21][C:18]([CH3:20])([CH3:19])[CH3:17])=[O:23]. The catalyst is C(Cl)Cl. (8) The reactants are [C:1]1([CH2:7][CH2:8][C:9](=[O:11])[CH3:10])[CH:6]=[CH:5][CH:4]=[CH:3][CH:2]=1.[CH3:12][N:13]([CH:15](OC)OC)[CH3:14]. The catalyst is CN(C=O)C. The product is [CH3:12][N:13]([CH3:15])[CH:14]=[CH:10][C:9](=[O:11])[CH2:8][CH2:7][C:1]1[CH:6]=[CH:5][CH:4]=[CH:3][CH:2]=1. The yield is 0.276. (9) The catalyst is O1CCOCC1.C1C=CC(P(C2C=CC=CC=2)[C-]2C=CC=C2)=CC=1.C1C=CC(P(C2C=CC=CC=2)[C-]2C=CC=C2)=CC=1.Cl[Pd]Cl.[Fe+2]. The product is [F:20][CH:19]([F:21])[C:9]1[N:8]([C:6]2[N:7]=[C:2]([C:38]3[CH:39]=[CH:40][N:35]=[CH:36][CH:37]=3)[N:3]=[C:4]([N:22]3[CH2:27][CH2:26][N:25]([C:28]([O:30][C:31]([CH3:34])([CH3:32])[CH3:33])=[O:29])[CH2:24][CH2:23]3)[N:5]=2)[C:12]2[CH:13]=[CH:14][CH:15]=[C:16]([O:17][CH3:18])[C:11]=2[N:10]=1. The reactants are Cl[C:2]1[N:7]=[C:6]([N:8]2[C:12]3[CH:13]=[CH:14][CH:15]=[C:16]([O:17][CH3:18])[C:11]=3[N:10]=[C:9]2[CH:19]([F:21])[F:20])[N:5]=[C:4]([N:22]2[CH2:27][CH2:26][N:25]([C:28]([O:30][C:31]([CH3:34])([CH3:33])[CH3:32])=[O:29])[CH2:24][CH2:23]2)[N:3]=1.[N:35]1[CH:40]=[CH:39][C:38](B(O)O)=[CH:37][CH:36]=1.C([O-])([O-])=O.[Na+].[Na+]. The yield is 0.280. (10) The reactants are [Br:1][C:2]1[CH:3]=[C:4]([CH:7]=[C:8]([OH:11])[C:9]=1[OH:10])[CH:5]=[O:6].C([O-])([O-])=O.[K+].[K+].Br[CH2:19][CH2:20]Br.O. The catalyst is CN(C=O)C. The product is [Br:1][C:2]1[C:9]2[O:10][CH2:19][CH2:20][O:11][C:8]=2[CH:7]=[C:4]([CH:5]=[O:6])[CH:3]=1. The yield is 0.990.